Dataset: Catalyst prediction with 721,799 reactions and 888 catalyst types from USPTO. Task: Predict which catalyst facilitates the given reaction. (1) Product: [F:32][CH:2]([F:1])[O:3][C:4]1[CH:11]=[C:10]([O:12][CH:13]([C:16]2[S:20][C:19]([C:21]3[CH:26]=[CH:25][C:24]([C:27]([F:30])([F:29])[F:28])=[CH:23][CH:22]=3)=[N:18][C:17]=2[CH3:31])[CH2:14][CH3:15])[CH:9]=[CH:8][C:5]=1[C:6]([NH:41][OH:42])=[NH:7]. The catalyst class is: 5. Reactant: [F:1][CH:2]([F:32])[O:3][C:4]1[CH:11]=[C:10]([O:12][CH:13]([C:16]2[S:20][C:19]([C:21]3[CH:26]=[CH:25][C:24]([C:27]([F:30])([F:29])[F:28])=[CH:23][CH:22]=3)=[N:18][C:17]=2[CH3:31])[CH2:14][CH3:15])[CH:9]=[CH:8][C:5]=1[C:6]#[N:7].C(N(CC)CC)C.Cl.[NH2:41][OH:42].O. (2) The catalyst class is: 64. Product: [O:16]=[C:17]1[CH2:20][CH:19]([C:21]([O:23][CH3:1])=[O:22])[CH2:18]1. Reactant: [CH2:1]1CCC(N=C=NC2CCCCC2)CC1.[O:16]=[C:17]1[CH2:20][CH:19]([C:21]([OH:23])=[O:22])[CH2:18]1.CO. (3) Reactant: [Cl:1][C:2]1[CH:3]=[C:4]([NH:9][NH2:10])[CH:5]=[CH:6][C:7]=1[CH3:8].[CH3:11][C:12]([O:15][C:16](O[C:16]([O:15][C:12]([CH3:14])([CH3:13])[CH3:11])=[O:17])=[O:17])([CH3:14])[CH3:13].C([O-])([O-])=O.[Na+].[Na+].C(#N)C. Product: [Cl:1][C:2]1[CH:3]=[C:4]([NH:9][NH:10][C:16]([O:15][C:12]([CH3:14])([CH3:13])[CH3:11])=[O:17])[CH:5]=[CH:6][C:7]=1[CH3:8]. The catalyst class is: 6. (4) Reactant: [CH:1]1[N:7]([CH2:8][C@H:9]([O:12][CH2:13][P:14]([OH:17])([OH:16])=[O:15])[CH2:10][OH:11])[C:5](=[O:6])[N:4]=[C:3]([NH2:18])[N:2]=1. Product: [OH:11][CH2:10][C@@H:9]([O:12][CH2:13][P:14]([OH:16])([OH:17])=[O:15])[CH2:8][N:7]1[CH2:1][NH:2][C:3]([NH2:18])=[N:4][C:5]1=[O:6]. The catalyst class is: 130. (5) Reactant: [C:1]([CH2:3]P(=O)(OCC)OCC)#[N:2].CC([O-])(C)C.[K+].[CH2:18]1[C:21]2([CH2:24][CH2:23][CH2:22]2)[CH2:20][C:19]1=O. Product: [CH2:20]1[C:21]2([CH2:24][CH2:23][CH2:22]2)[CH2:18][C:19]1=[CH:3][C:1]#[N:2]. The catalyst class is: 1. (6) Reactant: C[O:2][C:3]([C:5]1[CH:22]=[CH:21][CH:20]=[CH:19][C:6]=1[C:7]([NH:9][C:10]1[S:11][C:12]([C:15]([O:17]C)=[O:16])=[CH:13][N:14]=1)=[O:8])=[O:4].CO.[OH-].[K+].Cl. Product: [C:3]([C:5]1[CH:22]=[CH:21][CH:20]=[CH:19][C:6]=1[C:7]([NH:9][C:10]1[S:11][C:12]([C:15]([OH:17])=[O:16])=[CH:13][N:14]=1)=[O:8])([OH:4])=[O:2]. The catalyst class is: 6.